From a dataset of Peptide-MHC class I binding affinity with 185,985 pairs from IEDB/IMGT. Regression. Given a peptide amino acid sequence and an MHC pseudo amino acid sequence, predict their binding affinity value. This is MHC class I binding data. The peptide sequence is CYMHVSDYY. The MHC is HLA-A02:01 with pseudo-sequence HLA-A02:01. The binding affinity (normalized) is 0.0847.